Task: Binary Classification. Given a drug SMILES string, predict its activity (active/inactive) in a high-throughput screening assay against a specified biological target.. Dataset: Tyrosyl-DNA phosphodiesterase HTS with 341,365 compounds (1) The molecule is S1(=O)(=O)Cc2c(nn(c2NC(=O)Cc2ccc(OC)cc2)c2c(c(ccc2)C)C)C1. The result is 0 (inactive). (2) The drug is O=C1N(C2(N=C1c1ccccc1)CCCCCC2)CC(=O)Nc1ccc(OCC)cc1. The result is 0 (inactive).